This data is from Full USPTO retrosynthesis dataset with 1.9M reactions from patents (1976-2016). The task is: Predict the reactants needed to synthesize the given product. (1) Given the product [CH3:14][C@H:13]([O:15][S:2]([CH3:1])(=[O:4])=[O:3])[CH2:12][CH2:11][O:10][Si:9]([CH:6]([CH3:8])[CH3:7])([CH:16]([CH3:18])[CH3:17])[CH:19]([CH3:21])[CH3:20], predict the reactants needed to synthesize it. The reactants are: [CH3:1][S:2](Cl)(=[O:4])=[O:3].[CH:6]([Si:9]([CH:19]([CH3:21])[CH3:20])([CH:16]([CH3:18])[CH3:17])[O:10][CH2:11][CH2:12][CH:13]([OH:15])[CH3:14])([CH3:8])[CH3:7].C(N(CC)CC)C. (2) Given the product [F:27][C:24]1[CH:25]=[CH:26][C:21]([C:20]2[S:19][C:18]([CH3:28])=[N:17][C:16]=2[C:14]([N:9]2[CH2:10][CH2:11][CH2:12][CH2:13][CH:8]2[CH2:7][C:5]2[O:6][C:2]([C:36]#[N:37])=[C:3]([C:29]3[CH:34]=[CH:33][CH:32]=[CH:31][CH:30]=3)[N:4]=2)=[O:15])=[CH:22][CH:23]=1, predict the reactants needed to synthesize it. The reactants are: Br[C:2]1[O:6][C:5]([CH2:7][CH:8]2[CH2:13][CH2:12][CH2:11][CH2:10][N:9]2[C:14]([C:16]2[N:17]=[C:18]([CH3:28])[S:19][C:20]=2[C:21]2[CH:26]=[CH:25][C:24]([F:27])=[CH:23][CH:22]=2)=[O:15])=[N:4][C:3]=1[C:29]1[CH:34]=[CH:33][CH:32]=[CH:31][CH:30]=1.[Cu][C:36]#[N:37]. (3) Given the product [Cl:20][C:15]1[C:14]([OH:21])=[C:13]([S:10]([N:6]2[CH2:7][CH2:8][CH2:9][C@H:5]2[C:3]([OH:4])=[O:2])(=[O:11])=[O:12])[CH:18]=[C:17]([Cl:19])[CH:16]=1, predict the reactants needed to synthesize it. The reactants are: C[O:2][C:3]([CH:5]1[CH2:9][CH2:8][CH2:7][N:6]1[S:10]([C:13]1[CH:18]=[C:17]([Cl:19])[CH:16]=[C:15]([Cl:20])[C:14]=1[OH:21])(=[O:12])=[O:11])=[O:4].[OH-].[Na+]. (4) Given the product [C:1](=[O:9])([O:7][CH2:8][CH2:12][CH3:13])[O:2][CH2:3][CH:4]([F:6])[F:5], predict the reactants needed to synthesize it. The reactants are: [C:1](=[O:9])([O:7][CH3:8])[O:2][CH2:3][CH:4]([F:6])[F:5].C(Cl)(=O)O[CH2:12][CH2:13]C.C(Cl)(=O)OC. (5) Given the product [OH:1][C:2]1([CH2:13][N:14]([C:15]2[CH:16]=[CH:17][CH:18]=[CH:19][CH:20]=2)[C:31]([O:33][C:34]2[CH:39]=[CH:38][CH:37]=[CH:36][CH:35]=2)=[O:32])[CH2:7][CH2:6][CH:5]([C:8]([O:10][CH2:11][CH3:12])=[O:9])[CH2:4][CH2:3]1, predict the reactants needed to synthesize it. The reactants are: [OH:1][C:2]1([CH2:13][NH:14][C:15]2[CH:20]=[CH:19][CH:18]=[CH:17][CH:16]=2)[CH2:7][CH2:6][CH:5]([C:8]([O:10][CH2:11][CH3:12])=[O:9])[CH2:4][CH2:3]1.CCN(C(C)C)C(C)C.Cl[C:31]([O:33][C:34]1[CH:39]=[CH:38][CH:37]=[CH:36][CH:35]=1)=[O:32].[NH4+].[Cl-]. (6) The reactants are: C(OC(=O)[NH:7][C:8]1[N:13]=[CH:12][C:11]([C:14]2[N:15]=[C:16]([N:31]3[CH2:36][CH2:35][O:34][CH2:33][CH2:32]3)[C:17]3[N:23]=[CH:22][C:21]([C:24]4[CH:29]=[CH:28][CH:27]=[C:26]([NH2:30])[CH:25]=4)=[CH:20][C:18]=3[N:19]=2)=[CH:10][N:9]=1)(C)(C)C.C(Cl)Cl.F[C:42](F)(F)[C:43](O)=[O:44].CO. Given the product [NH2:7][C:8]1[N:13]=[CH:12][C:11]([C:14]2[N:15]=[C:16]([N:31]3[CH2:36][CH2:35][O:34][CH2:33][CH2:32]3)[C:17]3[N:23]=[CH:22][C:21]([C:24]4[CH:25]=[C:26]([NH:30][C:43](=[O:44])[CH3:42])[CH:27]=[CH:28][CH:29]=4)=[CH:20][C:18]=3[N:19]=2)=[CH:10][N:9]=1, predict the reactants needed to synthesize it.